From a dataset of Catalyst prediction with 721,799 reactions and 888 catalyst types from USPTO. Predict which catalyst facilitates the given reaction. (1) Reactant: [NH2:1][CH2:2][CH:3]([OH:17])[CH2:4][NH:5][S:6]([C:9]1[CH:14]=[CH:13][C:12]([Cl:15])=[CH:11][C:10]=1[Cl:16])(=[O:8])=[O:7].[C:18]([O:22][C:23](O[C:23]([O:22][C:18]([CH3:21])([CH3:20])[CH3:19])=[O:24])=[O:24])([CH3:21])([CH3:20])[CH3:19]. Product: [Cl:16][C:10]1[CH:11]=[C:12]([Cl:15])[CH:13]=[CH:14][C:9]=1[S:6]([NH:5][CH2:4][CH:3]([OH:17])[CH2:2][NH:1][C:23](=[O:24])[O:22][C:18]([CH3:21])([CH3:20])[CH3:19])(=[O:7])=[O:8]. The catalyst class is: 1. (2) The catalyst class is: 144. Product: [Br:24][CH2:16][C:5]1[CH:4]=[C:3]([O:2][CH3:1])[C:12]([N+:13]([O-:15])=[O:14])=[CH:11][C:6]=1[C:7]([O:9][CH3:10])=[O:8]. Reactant: [CH3:1][O:2][C:3]1[C:12]([N+:13]([O-:15])=[O:14])=[CH:11][C:6]([C:7]([O:9][CH3:10])=[O:8])=[C:5]([CH3:16])[CH:4]=1.C1C(=O)N([Br:24])C(=O)C1.CC(N=NC(C#N)(C)C)(C#N)C.C(Cl)Cl. (3) Reactant: Cl[CH2:2][C:3]([C:5]1[CH:10]=[CH:9][C:8]([F:11])=[CH:7][CH:6]=1)=[O:4].[CH2:12]([NH:15][CH2:16][CH:17]=[CH2:18])[CH:13]=[CH2:14].O. Product: [CH2:12]([N:15]([CH2:16][CH:17]=[CH2:18])[CH2:2][C:3]([C:5]1[CH:10]=[CH:9][C:8]([F:11])=[CH:7][CH:6]=1)=[O:4])[CH:13]=[CH2:14]. The catalyst class is: 10.